Dataset: Full USPTO retrosynthesis dataset with 1.9M reactions from patents (1976-2016). Task: Predict the reactants needed to synthesize the given product. (1) Given the product [CH:20]1([CH2:19][CH2:18][CH2:17][C@@H:8]([C:6]2[O:5][N:4]=[C:3]([CH2:2][NH:1][C:29]([CH:26]3[CH2:28][CH2:27]3)=[O:30])[N:7]=2)[CH2:9][C:10]([O:12][C:13]([CH3:15])([CH3:16])[CH3:14])=[O:11])[CH2:21][CH2:22][CH2:23][CH2:24][CH2:25]1, predict the reactants needed to synthesize it. The reactants are: [NH2:1][CH2:2][C:3]1[N:7]=[C:6]([C@H:8]([CH2:17][CH2:18][CH2:19][CH:20]2[CH2:25][CH2:24][CH2:23][CH2:22][CH2:21]2)[CH2:9][C:10]([O:12][C:13]([CH3:16])([CH3:15])[CH3:14])=[O:11])[O:5][N:4]=1.[CH:26]1([C:29](Cl)=[O:30])[CH2:28][CH2:27]1. (2) Given the product [C:1]([O:5][C:6](=[O:29])[CH2:7][C@H:8]([CH2:9][C@H:10]([CH3:13])[CH2:11][CH3:12])[C:14]([OH:15])=[O:35])([CH3:2])([CH3:3])[CH3:4], predict the reactants needed to synthesize it. The reactants are: [C:1]([O:5][C:6](=[O:29])[CH2:7][C@@H:8]([C:14](N1[C@H](C)[C@H](C2C=CC=CC=2)OC1=O)=[O:15])[CH2:9][C@H:10]([CH3:13])[CH2:11][CH3:12])([CH3:4])([CH3:3])[CH3:2].[Li+].[OH-].OO.S(=O)(O)[O-:35].[Na+].S([O-])([O-])=O.[Na+].[Na+]. (3) The reactants are: C[O:2][C:3](=[O:35])[CH2:4][O:5][C:6]1[CH:14]=[CH:13][C:12]([S:15][CH2:16][C:17]2[CH:22]=[CH:21][CH:20]=[C:19]([O:23][CH2:24][C:25]3[CH:30]=[CH:29][C:28]([C:31]([F:34])([F:33])[F:32])=[CH:27][CH:26]=3)[CH:18]=2)=[C:11]2[C:7]=1[CH2:8][CH2:9][CH2:10]2.[K+].[Br-]. Given the product [F:33][C:31]([F:32])([F:34])[C:28]1[CH:29]=[CH:30][C:25]([CH2:24][O:23][C:19]2[CH:18]=[C:17]([CH:22]=[CH:21][CH:20]=2)[CH2:16][S:15][C:12]2[CH:13]=[CH:14][C:6]([O:5][CH2:4][C:3]([OH:35])=[O:2])=[C:7]3[C:11]=2[CH2:10][CH2:9][CH2:8]3)=[CH:26][CH:27]=1, predict the reactants needed to synthesize it.